Dataset: Peptide-MHC class I binding affinity with 185,985 pairs from IEDB/IMGT. Task: Regression. Given a peptide amino acid sequence and an MHC pseudo amino acid sequence, predict their binding affinity value. This is MHC class I binding data. (1) The peptide sequence is SIISHNFCNL. The MHC is HLA-A02:02 with pseudo-sequence HLA-A02:02. The binding affinity (normalized) is 0.531. (2) The peptide sequence is TLWKAGILYK. The MHC is HLA-A68:02 with pseudo-sequence HLA-A68:02. The binding affinity (normalized) is 0. (3) The peptide sequence is VSWKLVTQY. The MHC is HLA-A01:01 with pseudo-sequence HLA-A01:01. The binding affinity (normalized) is 0.0991. (4) The binding affinity (normalized) is 0.598. The peptide sequence is SEGIFSPSEL. The MHC is HLA-B44:03 with pseudo-sequence HLA-B44:03. (5) The peptide sequence is KSNRIPFLY. The MHC is HLA-A31:01 with pseudo-sequence HLA-A31:01. The binding affinity (normalized) is 0.282. (6) The peptide sequence is WTLDANINA. The MHC is HLA-A02:01 with pseudo-sequence HLA-A02:01. The binding affinity (normalized) is 0.237. (7) The binding affinity (normalized) is 0.271. The peptide sequence is YQNEVTPEY. The MHC is HLA-A68:02 with pseudo-sequence HLA-A68:02. (8) The peptide sequence is YVYFYDLSY. The MHC is SLA-10401 with pseudo-sequence YYAMYRENVETTYVGTLYLSYRDYTWAERSYLSY. The binding affinity (normalized) is 0.756.